From a dataset of Peptide-MHC class I binding affinity with 185,985 pairs from IEDB/IMGT. Regression. Given a peptide amino acid sequence and an MHC pseudo amino acid sequence, predict their binding affinity value. This is MHC class I binding data. (1) The peptide sequence is HYVHIIESKPL. The binding affinity (normalized) is 0.462. The MHC is H-2-Kd with pseudo-sequence H-2-Kd. (2) The peptide sequence is WDFISTPPLV. The MHC is Mamu-B01 with pseudo-sequence Mamu-B01. The binding affinity (normalized) is 0.